From a dataset of Peptide-MHC class II binding affinity with 134,281 pairs from IEDB. Regression. Given a peptide amino acid sequence and an MHC pseudo amino acid sequence, predict their binding affinity value. This is MHC class II binding data. (1) The peptide sequence is VRKNRWLLLNVTSED. The binding affinity (normalized) is 0.427. The MHC is DRB1_1101 with pseudo-sequence DRB1_1101. (2) The peptide sequence is FSNVYLFAKDKSGPL. The MHC is DRB5_0101 with pseudo-sequence DRB5_0101. The binding affinity (normalized) is 0.709.